Dataset: Forward reaction prediction with 1.9M reactions from USPTO patents (1976-2016). Task: Predict the product of the given reaction. (1) Given the reactants C([O:4][CH2:5][C:6]1[N:10]([C:11]2[CH:16]=[CH:15][C:14]([C:17]#[N:18])=[C:13]([C:19]([F:22])([F:21])[F:20])[CH:12]=2)[N:9]=[N:8][N:7]=1)(=O)C.[Li+].[OH-], predict the reaction product. The product is: [OH:4][CH2:5][C:6]1[N:10]([C:11]2[CH:16]=[CH:15][C:14]([C:17]#[N:18])=[C:13]([C:19]([F:22])([F:21])[F:20])[CH:12]=2)[N:9]=[N:8][N:7]=1. (2) The product is: [CH2:2]([O:6][C:7]1[C:12]2[C:13]([O:16][CH2:17][CH:18]3[CH2:23][CH2:22][N:21]([CH2:25][C:26]4([OH:24])[CH2:31][CH2:30][O:29][CH2:28][CH2:27]4)[CH2:20][CH2:19]3)=[N:14][O:15][C:11]=2[CH:10]=[CH:9][CH:8]=1)[CH:3]([CH3:5])[CH3:4]. Given the reactants [Cl-].[CH2:2]([O:6][C:7]1[C:12]2[C:13]([O:16][CH2:17][CH:18]3[CH2:23][CH2:22][NH2+:21][CH2:20][CH2:19]3)=[N:14][O:15][C:11]=2[CH:10]=[CH:9][CH:8]=1)[CH:3]([CH3:5])[CH3:4].[O:24]1[C:26]2([CH2:31][CH2:30][O:29][CH2:28][CH2:27]2)[CH2:25]1.C(N(CC)C(C)C)(C)C, predict the reaction product. (3) Given the reactants [C:1]([O:5][C:6]([N:8]1[CH2:12][CH2:11][CH:10]([OH:13])[CH2:9]1)=[O:7])([CH3:4])([CH3:3])[CH3:2].C(N(C(C)C)C(C)C)C.[CH3:23][S:24](Cl)(=[O:26])=[O:25].CC(=O)OCC, predict the reaction product. The product is: [C:1]([O:5][C:6]([N:8]1[CH2:12][CH2:11][CH:10]([O:13][S:24]([CH3:23])(=[O:26])=[O:25])[CH2:9]1)=[O:7])([CH3:4])([CH3:2])[CH3:3]. (4) Given the reactants [Br:1][C:2]1[CH:3]=[N:4][C:5]2[N:6]([N:8]=[C:9]([C:11]([OH:13])=O)[CH:10]=2)[CH:7]=1.[CH3:14][CH:15]1[C:23]2[C:22]([CH3:25])([CH3:24])[CH:21]=[CH:20][C:19]=2[CH2:18][CH2:17][NH:16]1, predict the reaction product. The product is: [Br:1][C:2]1[CH:3]=[N:4][C:5]2[N:6]([N:8]=[C:9]([C:11]([N:16]3[CH2:17][CH2:18][C:19]4[CH:20]=[CH:21][C:22]([CH3:25])([CH3:24])[C:23]=4[CH:15]3[CH3:14])=[O:13])[CH:10]=2)[CH:7]=1. (5) Given the reactants [C:1]([O:5][C:6](=[O:48])[NH:7][CH2:8][C:9]1[CH:14]=[C:13]([C:15]2[S:19][C:18]([CH:20]3[CH2:25][CH2:24][NH:23][CH2:22][CH2:21]3)=[N:17][C:16]=2[C:26]2[CH:31]=[CH:30][CH:29]=[C:28]([N:32]([S:36]([C:39]3[CH:44]=[C:43]([F:45])[CH:42]=[CH:41][C:40]=3[F:46])(=[O:38])=[O:37])[CH2:33][O:34][CH3:35])[C:27]=2[F:47])[CH:12]=[CH:11][N:10]=1)([CH3:4])([CH3:3])[CH3:2].[C:49](O)(=O)C.C=O.C([BH3-])#N.[Na+], predict the reaction product. The product is: [C:1]([O:5][C:6](=[O:48])[NH:7][CH2:8][C:9]1[CH:14]=[C:13]([C:15]2[S:19][C:18]([CH:20]3[CH2:25][CH2:24][N:23]([CH3:49])[CH2:22][CH2:21]3)=[N:17][C:16]=2[C:26]2[CH:31]=[CH:30][CH:29]=[C:28]([N:32]([S:36]([C:39]3[CH:44]=[C:43]([F:45])[CH:42]=[CH:41][C:40]=3[F:46])(=[O:37])=[O:38])[CH2:33][O:34][CH3:35])[C:27]=2[F:47])[CH:12]=[CH:11][N:10]=1)([CH3:4])([CH3:2])[CH3:3]. (6) Given the reactants [OH-].[Na+].[F:3][C:4]1[CH:9]=[CH:8][C:7]([F:10])=[CH:6][C:5]=1[SH:11].Cl[CH2:13][CH2:14][C:15]([OH:17])=[O:16].Cl, predict the reaction product. The product is: [F:3][C:4]1[CH:9]=[CH:8][C:7]([F:10])=[CH:6][C:5]=1[S:11][CH2:13][CH2:14][C:15]([OH:17])=[O:16].